This data is from Reaction yield outcomes from USPTO patents with 853,638 reactions. The task is: Predict the reaction yield, written as a fraction of the theoretical maximum amount of product (1.0 means a 100% yield; for example, 0.34 means a 34% yield). The reactants are [OH:1][CH:2]1[CH2:7][CH2:6][N:5]([C:8]([O:10][C:11]([CH3:14])([CH3:13])[CH3:12])=[O:9])[CH2:4][CH2:3]1.[H-].[Na+].[Cl:17][C:18]1[N:23]=[C:22](Cl)[CH:21]=[CH:20][N:19]=1. The catalyst is CN(C=O)C. The product is [Cl:17][C:18]1[N:23]=[C:22]([O:1][CH:2]2[CH2:3][CH2:4][N:5]([C:8]([O:10][C:11]([CH3:14])([CH3:13])[CH3:12])=[O:9])[CH2:6][CH2:7]2)[CH:21]=[CH:20][N:19]=1. The yield is 0.260.